Dataset: Reaction yield outcomes from USPTO patents with 853,638 reactions. Task: Predict the reaction yield, written as a fraction of the theoretical maximum amount of product (1.0 means a 100% yield; for example, 0.34 means a 34% yield). (1) The reactants are [CH3:1][N:2]1[CH2:7][CH2:6][CH2:5][CH:4]([CH2:8][NH2:9])[CH2:3]1.CN(C)/[CH:12]=[C:13](/[C:19](=[O:28])[C:20]1[CH:25]=[C:24]([I:26])[CH:23]=[CH:22][C:21]=1F)\[C:14]([O:16][CH2:17][CH3:18])=[O:15].C(=O)([O-])[O-].[K+].[K+]. The catalyst is O. The product is [I:26][C:24]1[CH:25]=[C:20]2[C:21](=[CH:22][CH:23]=1)[N:9]([CH2:8][CH:4]1[CH2:5][CH2:6][CH2:7][N:2]([CH3:1])[CH2:3]1)[CH:12]=[C:13]([C:14]([O:16][CH2:17][CH3:18])=[O:15])[C:19]2=[O:28]. The yield is 0.690. (2) The catalyst is CO. The reactants are [NH2:1][CH:2]1[C:11]2[C:6](=[CH:7][CH:8]=[C:9]([NH:12][C:13]([C:15]3[C:24](=[O:25])[C:23]4[C:18](=[CH:19][CH:20]=[CH:21][CH:22]=4)[NH:17][CH:16]=3)=[O:14])[CH:10]=2)[CH2:5][CH2:4][CH2:3]1.CCN(C(C)C)C(C)C.Cl[C:36]([O:38][CH3:39])=[O:37].N1CCCCC1. The yield is 0.350. The product is [CH3:39][O:38][C:36]([NH:1][CH:2]1[C:11]2[C:6](=[CH:7][CH:8]=[C:9]([NH:12][C:13]([C:15]3[C:24](=[O:25])[C:23]4[C:18](=[CH:19][CH:20]=[CH:21][CH:22]=4)[NH:17][CH:16]=3)=[O:14])[CH:10]=2)[CH2:5][CH2:4][CH2:3]1)=[O:37]. (3) The reactants are [Cl:1][C:2]1[CH:7]=[CH:6][C:5]([CH2:8][C:9]([O:11][CH3:12])=[O:10])=[CH:4][CH:3]=1.[CH2:13]=[O:14].Cl. The catalyst is CS(C)=O.C[O-].[Na+]. The product is [Cl:1][C:2]1[CH:3]=[CH:4][C:5]([CH:8]([CH2:13][OH:14])[C:9]([O:11][CH3:12])=[O:10])=[CH:6][CH:7]=1. The yield is 0.920. (4) The reactants are B.C1COCC1.[CH:7]([O:10][CH2:11][C:12]1[N:17]=[CH:16][C:15]([C:18]#[N:19])=[CH:14][CH:13]=1)([CH3:9])[CH3:8]. The catalyst is Cl. The product is [NH2:19][CH2:18][C:15]1[CH:16]=[N:17][C:12]([CH2:11][O:10][CH:7]([CH3:9])[CH3:8])=[CH:13][CH:14]=1. The yield is 0.460. (5) The reactants are [CH:1]([O:4][C:5]1[CH:10]=[CH:9][C:8]([C:11]2[NH:12][C:13](=O)[C:14]3[C:19]([CH:20]=2)=[CH:18][C:17]([O:21][CH3:22])=[CH:16][CH:15]=3)=[CH:7][CH:6]=1)([CH3:3])[CH3:2].O=P(Cl)(Cl)[Cl:26]. No catalyst specified. The product is [Cl:26][C:13]1[C:14]2[C:19](=[CH:18][C:17]([O:21][CH3:22])=[CH:16][CH:15]=2)[CH:20]=[C:11]([C:8]2[CH:9]=[CH:10][C:5]([O:4][CH:1]([CH3:3])[CH3:2])=[CH:6][CH:7]=2)[N:12]=1. The yield is 0.674.